Dataset: Reaction yield outcomes from USPTO patents with 853,638 reactions. Task: Predict the reaction yield, written as a fraction of the theoretical maximum amount of product (1.0 means a 100% yield; for example, 0.34 means a 34% yield). (1) The reactants are [Cl:1][C:2]1[CH:7]=[CH:6][C:5]([CH:8]2[C:12]3[N:13]([CH:21]([CH3:23])[CH3:22])[C:14]([C:16]4[S:17][CH:18]=[CH:19][N:20]=4)=[N:15][C:11]=3[C:10](=[O:24])[N:9]2[C:25]2[CH:30]=[C:29]([CH3:31])[C:28](=[O:32])[N:27]([CH3:33])[CH:26]=2)=[CH:4][CH:3]=1. The catalyst is CCCCCCC.C(Cl)Cl.CCO. The product is [Cl:1][C:2]1[CH:7]=[CH:6][C:5]([C@H:8]2[C:12]3[N:13]([CH:21]([CH3:23])[CH3:22])[C:14]([C:16]4[S:17][CH:18]=[CH:19][N:20]=4)=[N:15][C:11]=3[C:10](=[O:24])[N:9]2[C:25]2[CH:30]=[C:29]([CH3:31])[C:28](=[O:32])[N:27]([CH3:33])[CH:26]=2)=[CH:4][CH:3]=1. The yield is 0.443. (2) The reactants are [C:1]1([C:7]2[CH:12]=[C:11]([CH:13]3[CH2:18][NH:17][S:16](=[O:20])(=[O:19])[NH:15][CH2:14]3)[CH:10]=[CH:9][C:8]=2[NH2:21])[CH2:6][CH2:5][CH2:4][CH2:3][CH:2]=1.[C:22]([C:24]1[N:25]=[C:26]([C:37](O)=[O:38])[N:27]([CH2:29][O:30][CH2:31][CH2:32][Si:33]([CH3:36])([CH3:35])[CH3:34])[CH:28]=1)#[N:23].[K+].C(C1N=C(C([O-])=O)N(COCC[Si](C)(C)C)C=1)#N. No catalyst specified. The product is [C:1]1([C:7]2[CH:12]=[C:11]([CH:13]3[CH2:14][NH:15][S:16](=[O:20])(=[O:19])[NH:17][CH2:18]3)[CH:10]=[CH:9][C:8]=2[NH:21][C:37]([C:26]2[N:27]([CH2:29][O:30][CH2:31][CH2:32][Si:33]([CH3:36])([CH3:35])[CH3:34])[CH:28]=[C:24]([C:22]#[N:23])[N:25]=2)=[O:38])[CH2:6][CH2:5][CH2:4][CH2:3][CH:2]=1. The yield is 0.250.